This data is from Full USPTO retrosynthesis dataset with 1.9M reactions from patents (1976-2016). The task is: Predict the reactants needed to synthesize the given product. (1) The reactants are: [CH2:1]([NH:5][C:6]1[C:7]([C:17]([OH:19])=O)=[CH:8][C:9]2[O:15][CH2:14][CH2:13][CH2:12][O:11][C:10]=2[CH:16]=1)[CH:2]([CH3:4])[CH3:3].CCN(C(C)C)C(C)C.C1C=CC2N(O)N=NC=2C=1.[CH3:39][C:40]([NH2:44])([C:42]#[CH:43])[CH3:41].CCN=C=NCCCN(C)C. Given the product [CH2:1]([NH:5][C:6]1[C:7]([C:17]([NH:44][C:40]([CH3:41])([C:42]#[CH:43])[CH3:39])=[O:19])=[CH:8][C:9]2[O:15][CH2:14][CH2:13][CH2:12][O:11][C:10]=2[CH:16]=1)[CH:2]([CH3:3])[CH3:4], predict the reactants needed to synthesize it. (2) Given the product [Cl:1][CH2:2][C:3]([NH:5][C:6]1[CH:7]=[N:8][C:9]([C:12]2[N:13]=[C:19]([CH2:18][Cl:17])[O:15][N:14]=2)=[CH:10][CH:11]=1)=[O:4], predict the reactants needed to synthesize it. The reactants are: [Cl:1][CH2:2][C:3]([NH:5][C:6]1[CH:7]=[N:8][C:9]([C:12](=[N:14][OH:15])[NH2:13])=[CH:10][CH:11]=1)=[O:4].N.[Cl:17][CH2:18][C:19](Cl)=O. (3) The reactants are: [NH2:1][C:2]1[N:3]=[C:4]([SH:18])[C:5]2[N:10]=[C:9]([C:11]3[CH:16]=[CH:15][C:14]([F:17])=[CH:13][CH:12]=3)[S:8][C:6]=2[N:7]=1.[CH2:19](N(CC)CC)C.IC.O. Given the product [F:17][C:14]1[CH:13]=[CH:12][C:11]([C:9]2[S:8][C:6]3[N:7]=[C:2]([NH2:1])[N:3]=[C:4]([S:18][CH3:19])[C:5]=3[N:10]=2)=[CH:16][CH:15]=1, predict the reactants needed to synthesize it. (4) Given the product [NH2:32][C:30]1[O:29][N:28]=[C:27]([C:23]2[CH:22]=[C:21]([C:18]3[CH:17]=[CH:16][C:15]([C:13]([N:10]4[CH2:11][CH2:12][N:7]([C:5]([C:2]5([OH:1])[CH2:3][CH2:4]5)=[O:6])[CH2:8][CH2:9]4)=[O:14])=[CH:20][CH:19]=3)[CH:26]=[CH:25][CH:24]=2)[CH:31]=1, predict the reactants needed to synthesize it. The reactants are: [OH:1][C:2]1([C:5]([N:7]2[CH2:12][CH2:11][N:10]([C:13]([C:15]3[CH:20]=[CH:19][C:18]([C:21]4[CH:26]=[CH:25][CH:24]=[C:23]([C:27]5[CH:31]=[C:30]([NH:32]C(=O)OC(C)(C)C)[O:29][N:28]=5)[CH:22]=4)=[CH:17][CH:16]=3)=[O:14])[CH2:9][CH2:8]2)=[O:6])[CH2:4][CH2:3]1.Cl. (5) Given the product [CH3:27][N:28]1[CH2:33][CH2:32][N:31]([C:24]([C@H:22]2[CH2:21][CH2:20][C:19]3[C:12]4[C:11]([NH:10][C:8]5[CH:9]=[C:4]6[CH:3]=[N:2][NH:1][C:5]6=[CH:6][N:7]=5)=[N:16][CH:15]=[N:14][C:13]=4[S:17][C:18]=3[CH2:23]2)=[O:25])[CH2:30][CH2:29]1, predict the reactants needed to synthesize it. The reactants are: [NH:1]1[C:5]2=[CH:6][N:7]=[C:8]([NH:10][C:11]3[C:12]4[C:19]5[CH2:20][CH2:21][C@H:22]([C:24](O)=[O:25])[CH2:23][C:18]=5[S:17][C:13]=4[N:14]=[CH:15][N:16]=3)[CH:9]=[C:4]2[CH:3]=[N:2]1.[CH3:27][N:28]1[CH2:33][CH2:32][NH:31][CH2:30][CH2:29]1.